Predict the reaction yield, written as a fraction of the theoretical maximum amount of product (1.0 means a 100% yield; for example, 0.34 means a 34% yield). From a dataset of Reaction yield outcomes from USPTO patents with 853,638 reactions. The reactants are Cl[C:2]1[N:7]=[CH:6][C:5]2[C:8]([C:30]3[CH:35]=[CH:34][C:33]([F:36])=[CH:32][CH:31]=3)=[N:9][N:10]([C:11]([C:24]3[CH:29]=[CH:28][CH:27]=[CH:26][CH:25]=3)([C:18]3[CH:23]=[CH:22][CH:21]=[CH:20][CH:19]=3)[C:12]3[CH:17]=[CH:16][CH:15]=[CH:14][CH:13]=3)[C:4]=2[CH:3]=1.[C:37]1([C@H:43]([NH:45][C:46]([NH2:48])=[O:47])[CH3:44])[CH:42]=[CH:41][CH:40]=[CH:39][CH:38]=1.C([O-])([O-])=O.[Cs+].[Cs+]. The catalyst is CC(C1C=C(C(C)C)C(C2C(P(C3CCCCC3)C3CCCCC3)=C(OC)C=CC=2OC)=C(C(C)C)C=1)C.C1C=[C-]C(CCN)=CC=1.Cl[Pd+].CC(N(C)C)=O. The product is [F:36][C:33]1[CH:32]=[CH:31][C:30]([C:8]2[C:5]3[CH:6]=[N:7][C:2]([NH:48][C:46]([NH:45][C@@H:43]([C:37]4[CH:42]=[CH:41][CH:40]=[CH:39][CH:38]=4)[CH3:44])=[O:47])=[CH:3][C:4]=3[N:10]([C:11]([C:24]3[CH:29]=[CH:28][CH:27]=[CH:26][CH:25]=3)([C:12]3[CH:17]=[CH:16][CH:15]=[CH:14][CH:13]=3)[C:18]3[CH:23]=[CH:22][CH:21]=[CH:20][CH:19]=3)[N:9]=2)=[CH:35][CH:34]=1. The yield is 0.920.